Dataset: Full USPTO retrosynthesis dataset with 1.9M reactions from patents (1976-2016). Task: Predict the reactants needed to synthesize the given product. (1) Given the product [CH3:16][O:5][C:4](=[O:6])[C:3]1[CH:7]=[CH:8][C:9]([CH3:11])=[CH:10][C:2]=1[F:1], predict the reactants needed to synthesize it. The reactants are: [F:1][C:2]1[CH:10]=[C:9]([CH3:11])[CH:8]=[CH:7][C:3]=1[C:4]([OH:6])=[O:5].S(Cl)(Cl)=O.[CH3:16]O. (2) The reactants are: [OH:1][C:2]([CH3:35])([CH3:34])[CH2:3][C@@:4]1([C:28]2[CH:33]=[CH:32][CH:31]=[CH:30][CH:29]=2)[O:9][C:8](=[O:10])[N:7]([C@H:11]([C:13]2[CH:18]=[CH:17][C:16](B3OC(C)(C)C(C)(C)O3)=[CH:15][CH:14]=2)[CH3:12])[CH2:6][CH2:5]1.Br[C:37]1[CH:42]=[CH:41][N:40]([CH2:43][C:44]([O:47][CH3:48])([CH3:46])[CH3:45])[C:39](=[O:49])[CH:38]=1. Given the product [OH:1][C:2]([CH3:35])([CH3:34])[CH2:3][C@@:4]1([C:28]2[CH:33]=[CH:32][CH:31]=[CH:30][CH:29]=2)[O:9][C:8](=[O:10])[N:7]([CH:11]([C:13]2[CH:14]=[CH:15][C:16]([C:37]3[CH:42]=[CH:41][N:40]([CH2:43][C:44]([O:47][CH3:48])([CH3:46])[CH3:45])[C:39](=[O:49])[CH:38]=3)=[CH:17][CH:18]=2)[CH3:12])[CH2:6][CH2:5]1, predict the reactants needed to synthesize it. (3) The reactants are: [Cl:1][C:2]1[CH:7]=[CH:6][C:5]([NH:8]C(=O)OC(C)(C)C)=[C:4]([CH:16]([OH:26])[C:17]2[CH:22]=[CH:21][CH:20]=[C:19]([O:23][CH3:24])[C:18]=2[CH3:25])[CH:3]=1. Given the product [NH2:8][C:5]1[CH:6]=[CH:7][C:2]([Cl:1])=[CH:3][C:4]=1[CH:16]([C:17]1[CH:22]=[CH:21][CH:20]=[C:19]([O:23][CH3:24])[C:18]=1[CH3:25])[OH:26], predict the reactants needed to synthesize it. (4) Given the product [Cl:16][C:10]1[NH:9][C:8]2[CH:7]=[CH:6][CH:5]=[C:4]([N+:1]([O-:3])=[O:2])[C:12]=2[N:11]=1, predict the reactants needed to synthesize it. The reactants are: [N+:1]([C:4]1[C:12]2[NH:11][C:10](=O)[NH:9][C:8]=2[CH:7]=[CH:6][CH:5]=1)([O-:3])=[O:2].P(Cl)(Cl)([Cl:16])=O. (5) Given the product [CH3:19][C:18]1([CH3:30])[C:6]2[C:5]([OH:4])=[CH:13][CH:9]=[CH:8][C:22]=2[CH2:21][O:20]1, predict the reactants needed to synthesize it. The reactants are: COC[O:4][C:5]1[CH:6]=C[CH:8]=[C:9]2[C:13]=1C(=O)OC2.C[Mg]Br.[CH2:18]([O:20][CH2:21][CH3:22])[CH3:19].[Cl-].[NH4+].S(=O)(=O)(O)O.[C:30]1(C)C=CC(S(O)(=O)=O)=CC=1. (6) Given the product [Br:14][CH2:2][C:3]1[CH:12]=[C:11]2[C:6]([C:7]([Cl:13])=[CH:8][CH:9]=[N:10]2)=[CH:5][CH:4]=1, predict the reactants needed to synthesize it. The reactants are: O[CH2:2][C:3]1[CH:12]=[C:11]2[C:6]([C:7]([Cl:13])=[CH:8][CH:9]=[N:10]2)=[CH:5][CH:4]=1.[BrH:14].C(OCC)(=O)C.C(=O)(O)[O-].[Na+]. (7) Given the product [CH2:3]([C:5]1[CH:6]=[CH:7][C:8]([CH2:11][CH:12]([C:13]2[NH:17][C:16]3[CH:18]=[CH:19][C:20]([F:22])=[CH:21][C:15]=3[N:14]=2)[NH2:23])=[CH:9][CH:10]=1)[CH3:4], predict the reactants needed to synthesize it. The reactants are: N#N.[CH2:3]([C:5]1[CH:10]=[CH:9][C:8]([CH2:11][CH:12]([NH:23]C(=O)OC(C)(C)C)[C:13]2[NH:17][C:16]3[CH:18]=[CH:19][C:20]([F:22])=[CH:21][C:15]=3[N:14]=2)=[CH:7][CH:6]=1)[CH3:4].Cl.